This data is from Catalyst prediction with 721,799 reactions and 888 catalyst types from USPTO. The task is: Predict which catalyst facilitates the given reaction. (1) The catalyst class is: 21. Product: [F:1][C:2]([F:18])([C:9]([F:16])([F:17])[C:10]([F:14])([F:15])[CH:11]([F:13])[F:12])[CH2:3][C:4]([CH2:20][CH2:19][C:21](=[O:22])[CH3:23])([C:7]#[N:8])[C:5]#[N:6]. Reactant: [F:1][C:2]([F:18])([C:9]([F:17])([F:16])[C:10]([F:15])([F:14])[CH:11]([F:13])[F:12])[CH2:3][CH:4]([C:7]#[N:8])[C:5]#[N:6].[CH:19]([C:21]([CH3:23])=[O:22])=[CH2:20].C(=O)([O-])[O-].[K+].[K+].Cl. (2) Reactant: C[Si]([C:5]#[C:6][C:7]1[CH:12]=[CH:11][N:10]=[C:9]([NH2:13])[CH:8]=1)(C)C.[C:14]([N:22]=C=O)(=[O:21])C1C=CC=CC=1.C(=O)([O-])[O-].[K+].[K+]. Product: [C:6]([C:7]1[CH:12]=[CH:11][N:10]=[C:9]([NH:13][C:14]([NH2:22])=[O:21])[CH:8]=1)#[CH:5]. The catalyst class is: 2. (3) Reactant: [NH:1]1[C:9]2[C:4](=[CH:5][CH:6]=[CH:7][CH:8]=2)[C:3]([C:10]2[NH:11][C:12]3[C:13]([N:27]=2)=[CH:14][C:15]2[C:16]([CH3:26])([CH3:25])[C:17](=[O:24])[N:18]([CH2:21][C:22]#[N:23])[C:19]=2[CH:20]=3)=[N:2]1.[N-:28]=[N+:29]=[N-:30].[Na+].[Cl-].[NH4+].C([O-])(O)=O.[Na+]. Product: [NH:1]1[C:9]2[C:4](=[CH:5][CH:6]=[CH:7][CH:8]=2)[C:3]([C:10]2[NH:11][C:12]3[C:13]([N:27]=2)=[CH:14][C:15]2[C:16]([CH3:25])([CH3:26])[C:17](=[O:24])[N:18]([CH2:21][C:22]4[NH:30][N:29]=[N:28][N:23]=4)[C:19]=2[CH:20]=3)=[N:2]1. The catalyst class is: 3. (4) Reactant: [CH2:1]([O:8][C:9]([C:11]1[C:19]2[C:14](=[CH:15][CH:16]=[C:17]([CH2:20][NH:21]C(OC(C)(C)C)=O)[CH:18]=2)[NH:13][C:12]=1[CH3:29])=[O:10])[C:2]1[CH:7]=[CH:6][CH:5]=[CH:4][CH:3]=1.[ClH:30].O1CCOCC1. Product: [ClH:30].[CH2:1]([O:8][C:9]([C:11]1[C:19]2[C:14](=[CH:15][CH:16]=[C:17]([CH2:20][NH2:21])[CH:18]=2)[NH:13][C:12]=1[CH3:29])=[O:10])[C:2]1[CH:3]=[CH:4][CH:5]=[CH:6][CH:7]=1. The catalyst class is: 2. (5) Reactant: [N:1]([C:4]1[CH:13]=[CH:12][C:7]([C:8](=O)[CH2:9]Br)=[CH:6][CH:5]=1)=[N+:2]=[N-:3].[NH2:14][C:15]1[CH:20]=[CH:19][C:18]([I:21])=[CH:17][N:16]=1. Product: [N:1]([C:4]1[CH:13]=[CH:12][C:7]([C:8]2[N:14]=[C:15]3[CH:20]=[CH:19][C:18]([I:21])=[CH:17][N:16]3[CH:9]=2)=[CH:6][CH:5]=1)=[N+:2]=[N-:3]. The catalyst class is: 10. (6) Reactant: [Si:1]([O:8][CH2:9][C:10]1[N:11]([CH3:32])[C:12]2[C:17]([CH:18]=1)=[CH:16][C:15]1[C:19](=O)[CH2:20][CH2:21][CH2:22][N:23]([C:24]([O:26][C:27]([CH3:30])([CH3:29])[CH3:28])=[O:25])[C:14]=1[CH:13]=2)([C:4]([CH3:7])([CH3:6])[CH3:5])([CH3:3])[CH3:2].[CH3:33][O:34][C:35]1[CH:42]=[C:41]([O:43][CH3:44])[CH:40]=[CH:39][C:36]=1[CH2:37][NH2:38].CCN(CC)CC. Product: [Si:1]([O:8][CH2:9][C:10]1[N:11]([CH3:32])[C:12]2[C:17]([CH:18]=1)=[CH:16][C:15]1[C:19](=[N:38][CH2:37][C:36]3[CH:39]=[CH:40][C:41]([O:43][CH3:44])=[CH:42][C:35]=3[O:34][CH3:33])[CH2:20][CH2:21][CH2:22][N:23]([C:24]([O:26][C:27]([CH3:30])([CH3:28])[CH3:29])=[O:25])[C:14]=1[CH:13]=2)([C:4]([CH3:6])([CH3:5])[CH3:7])([CH3:2])[CH3:3]. The catalyst class is: 388. (7) Reactant: [C:1]([C:3]1([C:7]2[CH:8]=[C:9]([CH:13]=[CH:14][CH:15]=2)[C:10]([OH:12])=O)[CH2:6][CH2:5][CH2:4]1)#[N:2].C(Cl)(=O)C(Cl)=O.O1CCCC1.[NH2:27][C:28]1[CH:29]=[CH:30][C:31]([O:50][CH3:51])=[C:32]([CH:49]=1)[O:33][C:34]1[CH:35]=[CH:36][C:37]2[N:38]([CH:40]=[C:41]([NH:43][C:44]([CH:46]3[CH2:48][CH2:47]3)=[O:45])[N:42]=2)[N:39]=1. Product: [C:1]([C:3]1([C:7]2[CH:8]=[C:9]([CH:13]=[CH:14][CH:15]=2)[C:10]([NH:27][C:28]2[CH:29]=[CH:30][C:31]([O:50][CH3:51])=[C:32]([O:33][C:34]3[CH:35]=[CH:36][C:37]4[N:38]([CH:40]=[C:41]([NH:43][C:44]([CH:46]5[CH2:48][CH2:47]5)=[O:45])[N:42]=4)[N:39]=3)[CH:49]=2)=[O:12])[CH2:4][CH2:5][CH2:6]1)#[N:2]. The catalyst class is: 637. (8) Reactant: [H-].[Na+].[Cl:3][C:4]1[CH:5]=[C:6]([CH2:11][NH:12][C:13](=[O:15])[CH3:14])[CH:7]=[N:8][C:9]=1[Cl:10].I[CH3:17]. Product: [Cl:3][C:4]1[CH:5]=[C:6]([CH2:11][N:12]([CH3:17])[C:13](=[O:15])[CH3:14])[CH:7]=[N:8][C:9]=1[Cl:10]. The catalyst class is: 31.